Dataset: Forward reaction prediction with 1.9M reactions from USPTO patents (1976-2016). Task: Predict the product of the given reaction. The product is: [F:22][C:23]([F:42])([F:41])[S:24]([O:21][C:18]1[CH2:17][CH2:16][C:15]2([O:14][CH2:13][CH2:12][O:11]2)[CH2:20][CH:19]=1)(=[O:26])=[O:25]. Given the reactants C[Si](C)(C)[N-][Si](C)(C)C.[Li+].[O:11]1[C:15]2([CH2:20][CH2:19][C:18](=[O:21])[CH2:17][CH2:16]2)[O:14][CH2:13][CH2:12]1.[F:22][C:23]([F:42])([F:41])[S:24](N(C1C=CC=CC=1)[S:24]([C:23]([F:42])([F:41])[F:22])(=[O:26])=[O:25])(=[O:26])=[O:25], predict the reaction product.